The task is: Regression. Given a peptide amino acid sequence and an MHC pseudo amino acid sequence, predict their binding affinity value. This is MHC class II binding data.. This data is from Peptide-MHC class II binding affinity with 134,281 pairs from IEDB. The peptide sequence is GVEGIGLQYLGYVIRK. The MHC is HLA-DQA10201-DQB10301 with pseudo-sequence HLA-DQA10201-DQB10301. The binding affinity (normalized) is 0.427.